From a dataset of Full USPTO retrosynthesis dataset with 1.9M reactions from patents (1976-2016). Predict the reactants needed to synthesize the given product. (1) Given the product [C:1]([O:5][C:6]([N:8]1[CH2:26][CH2:25][CH2:24][C@:11]2([O:15][C:14](=[O:16])[N:13]([C:17]3[CH:18]=[N:19][C:20]([NH:23][C:36]4[N:37]=[CH:38][C:33]5[CH:32]=[C:31]([C:29](=[O:30])[N:28]([CH3:27])[CH3:46])[N:40]([CH:41]6[CH2:45][CH2:44][CH2:43][CH2:42]6)[C:34]=5[N:35]=4)=[CH:21][CH:22]=3)[CH2:12]2)[CH2:10][CH2:9]1)=[O:7])([CH3:4])([CH3:2])[CH3:3], predict the reactants needed to synthesize it. The reactants are: [C:1]([O:5][C:6]([N:8]1[CH2:26][CH2:25][CH2:24][C@:11]2([O:15][C:14](=[O:16])[N:13]([C:17]3[CH:18]=[N:19][C:20]([NH2:23])=[CH:21][CH:22]=3)[CH2:12]2)[CH2:10][CH2:9]1)=[O:7])([CH3:4])([CH3:3])[CH3:2].[CH3:27][N:28]([CH3:46])[C:29]([C:31]1[N:40]([CH:41]2[CH2:45][CH2:44][CH2:43][CH2:42]2)[C:34]2[N:35]=[C:36](Cl)[N:37]=[CH:38][C:33]=2[CH:32]=1)=[O:30]. (2) Given the product [OH:2][CH2:1][CH2:3][NH:4][S:15]([C:11]1[S:10][C:9]([NH:8][C:5](=[O:7])[CH3:6])=[N:13][C:12]=1[CH3:14])(=[O:16])=[O:17], predict the reactants needed to synthesize it. The reactants are: [CH2:1]([CH2:3][NH2:4])[OH:2].[C:5]([NH:8][C:9]1[S:10][C:11]([S:15](Cl)(=[O:17])=[O:16])=[C:12]([CH3:14])[N:13]=1)(=[O:7])[CH3:6].C(N(CC)CC)C. (3) Given the product [CH3:23][O:24][C:25]1[CH:26]=[C:27]([C:10]2[C:11]3[C:12](=[N:13][CH:14]=[CH:15][CH:16]=3)[NH:8][CH:9]=2)[CH:28]=[CH:29][C:30]=1[O:31][CH3:32], predict the reactants needed to synthesize it. The reactants are: C(OC([N:8]1[C:12]2=[N:13][CH:14]=[CH:15][CH:16]=[C:11]2[C:10](Br)=[CH:9]1)=O)(C)(C)C.O1CCCC1.[CH3:23][O:24][C:25]1[CH:26]=[C:27](B(O)O)[CH:28]=[CH:29][C:30]=1[O:31][CH3:32].C([O-])([O-])=O.[K+].[K+]. (4) Given the product [S:10]([CH2:3][CH:2]([OH:4])[CH2:1][O:5][CH2:6][CH2:7][CH2:8][CH3:9])[CH2:3][CH:2]([OH:4])[CH2:1][O:5][CH2:6][CH2:7][CH2:8][CH3:9], predict the reactants needed to synthesize it. The reactants are: [CH2:1]([O:5][CH2:6][CH2:7][CH2:8][CH3:9])[CH:2]1[O:4][CH2:3]1.[SH-:10].[Na+].[NH4+].[Cl-]. (5) The reactants are: [OH:1][CH:2]1[CH2:7][CH2:6][NH:5][CH2:4][CH2:3]1.[C:8]([CH2:11][N:12]1[C:21]2[C:16](=[CH:17][CH:18]=[CH:19][CH:20]=2)[CH2:15][CH:14]([NH:22][C:23]([C:25]2[NH:29][C:28]3[S:30][C:31]([Cl:33])=[CH:32][C:27]=3[CH:26]=2)=[O:24])[C:13]1=[O:34])(O)=[O:9].CCN=C=NCCCN(C)C.CN(C=O)C. Given the product [Cl:33][C:31]1[S:30][C:28]2[NH:29][C:25]([C:23]([NH:22][CH:14]3[CH2:15][C:16]4[C:21](=[CH:20][CH:19]=[CH:18][CH:17]=4)[N:12]([CH2:11][C:8]([N:5]4[CH2:6][CH2:7][CH:2]([OH:1])[CH2:3][CH2:4]4)=[O:9])[C:13]3=[O:34])=[O:24])=[CH:26][C:27]=2[CH:32]=1, predict the reactants needed to synthesize it. (6) Given the product [N:32]1([C:30]([CH:16]2[NH:17][CH2:18][CH2:19][N:14]([CH:11]3[CH2:10][CH2:9][N:8]([C:6]([O:5][C:1]([CH3:4])([CH3:3])[CH3:2])=[O:7])[CH2:13][CH2:12]3)[CH2:15]2)=[O:31])[CH2:37][CH2:36][O:35][CH2:34][CH2:33]1, predict the reactants needed to synthesize it. The reactants are: [C:1]([O:5][C:6]([N:8]1[CH2:13][CH2:12][CH:11]([N:14]2[CH2:19][CH2:18][N:17](C(OCC3C=CC=CC=3)=O)[CH:16]([C:30]([N:32]3[CH2:37][CH2:36][O:35][CH2:34][CH2:33]3)=[O:31])[CH2:15]2)[CH2:10][CH2:9]1)=[O:7])([CH3:4])([CH3:3])[CH3:2].